From a dataset of Forward reaction prediction with 1.9M reactions from USPTO patents (1976-2016). Predict the product of the given reaction. The product is: [CH2:19]([N:15]1[C:16]([CH3:18])=[CH:17][C:12]([O:11][CH2:31][C:30]2[CH:33]=[CH:34][CH:35]=[C:28]([Cl:27])[CH:29]=2)=[CH:13][C:14]1=[O:26])[C:20]1[CH:21]=[CH:22][CH:23]=[CH:24][CH:25]=1. Given the reactants BrC1C=CC(S([O:11][C:12]2[CH:17]=[C:16]([CH3:18])[N:15]([CH2:19][C:20]3[CH:25]=[CH:24][CH:23]=[CH:22][CH:21]=3)[C:14](=[O:26])[CH:13]=2)(=O)=O)=CC=1.[Cl:27][C:28]1[CH:29]=[C:30]([CH:33]=[CH:34][CH:35]=1)[CH2:31]O.[OH-].[Na+].Cl, predict the reaction product.